From a dataset of Peptide-MHC class I binding affinity with 185,985 pairs from IEDB/IMGT. Regression. Given a peptide amino acid sequence and an MHC pseudo amino acid sequence, predict their binding affinity value. This is MHC class I binding data. (1) The peptide sequence is EVFEIIRSY. The MHC is HLA-B15:17 with pseudo-sequence HLA-B15:17. The binding affinity (normalized) is 0.324. (2) The peptide sequence is KMNAKAATL. The MHC is HLA-E01:01 with pseudo-sequence HLA-E01:03. The binding affinity (normalized) is 0.0847. (3) The peptide sequence is FHVNPAFVL. The MHC is HLA-B07:02 with pseudo-sequence HLA-B07:02. The binding affinity (normalized) is 0.0847. (4) The peptide sequence is PTFQLLNMIK. The MHC is HLA-A11:01 with pseudo-sequence HLA-A11:01. The binding affinity (normalized) is 0.580. (5) The peptide sequence is FTEGKINPL. The MHC is HLA-A02:02 with pseudo-sequence HLA-A02:02. The binding affinity (normalized) is 0.831.